This data is from Catalyst prediction with 721,799 reactions and 888 catalyst types from USPTO. The task is: Predict which catalyst facilitates the given reaction. Reactant: [F:1][C:2]1[C:3]([C:23]([O:25]C)=[O:24])=[N:4][CH:5]=[CH:6][C:7]=1[S:8][C:9]1[S:13][C:12]([NH:14][C:15]2[CH:20]=[CH:19][C:18]([CH2:21][OH:22])=[CH:17][N:16]=2)=[N:11][CH:10]=1.[OH-].[Na+].O.Cl. Product: [F:1][C:2]1[C:3]([C:23]([OH:25])=[O:24])=[N:4][CH:5]=[CH:6][C:7]=1[S:8][C:9]1[S:13][C:12]([NH:14][C:15]2[CH:20]=[CH:19][C:18]([CH2:21][OH:22])=[CH:17][N:16]=2)=[N:11][CH:10]=1. The catalyst class is: 1.